Regression. Given a peptide amino acid sequence and an MHC pseudo amino acid sequence, predict their binding affinity value. This is MHC class I binding data. From a dataset of Peptide-MHC class I binding affinity with 185,985 pairs from IEDB/IMGT. (1) The peptide sequence is VLMAVHCMNF. The MHC is Mamu-B17 with pseudo-sequence Mamu-B17. The binding affinity (normalized) is 0.262. (2) The peptide sequence is HSNLNDATY. The MHC is HLA-A02:06 with pseudo-sequence HLA-A02:06. The binding affinity (normalized) is 0.0847. (3) The peptide sequence is ATSIYTIER. The MHC is HLA-B35:01 with pseudo-sequence HLA-B35:01. The binding affinity (normalized) is 0. (4) The peptide sequence is ETINEEAAEW. The MHC is HLA-B15:03 with pseudo-sequence HLA-B15:03. The binding affinity (normalized) is 0. (5) The peptide sequence is LEEDIQHFL. The MHC is HLA-A26:01 with pseudo-sequence HLA-A26:01. The binding affinity (normalized) is 0.0847.